This data is from Peptide-MHC class I binding affinity with 185,985 pairs from IEDB/IMGT. The task is: Regression. Given a peptide amino acid sequence and an MHC pseudo amino acid sequence, predict their binding affinity value. This is MHC class I binding data. The peptide sequence is RRYRRIYDL. The MHC is HLA-C06:02 with pseudo-sequence HLA-C06:02. The binding affinity (normalized) is 0.738.